From a dataset of Forward reaction prediction with 1.9M reactions from USPTO patents (1976-2016). Predict the product of the given reaction. (1) Given the reactants Br[C:2]1[S:6][C:5]([C:7]2[CH:8]=[CH:9][C:10]3[CH2:17][CH:16]4[C:18]5([CH2:22][N:21]([CH2:23][C:24]([F:27])([F:26])[F:25])[S:20](=[O:29])(=[O:28])[NH:19]5)[CH:13]([CH2:14][CH2:15]4)[CH2:12][C:11]=3[CH:30]=2)=[N:4][CH:3]=1.[N:31]1[CH:36]=[CH:35][CH:34]=[C:33](B(O)O)[CH:32]=1, predict the reaction product. The product is: [N:31]1[CH:36]=[CH:35][CH:34]=[C:33]([C:2]2[S:6][C:5]([C:7]3[CH:8]=[CH:9][C:10]4[CH2:17][CH:16]5[C:18]6([CH2:22][N:21]([CH2:23][C:24]([F:27])([F:26])[F:25])[S:20](=[O:29])(=[O:28])[NH:19]6)[CH:13]([CH2:14][CH2:15]5)[CH2:12][C:11]=4[CH:30]=3)=[N:4][CH:3]=2)[CH:32]=1. (2) Given the reactants [Cl:1][C:2]1[C:7]([CH3:8])=[CH:6][CH:5]=[C:4]([F:9])[C:3]=1[CH2:10][C:11]#[N:12].[CH2:13](N)[CH2:14][NH2:15], predict the reaction product. The product is: [Cl:1][C:2]1[C:7]([CH3:8])=[CH:6][CH:5]=[C:4]([F:9])[C:3]=1[CH2:10][C:11]1[NH:15][CH2:14][CH2:13][N:12]=1. (3) Given the reactants [CH3:1][O:2][C:3]1[CH:11]=[C:10]2[C:6]([CH:7]=[N:8][NH:9]2)=[CH:5][C:4]=1[NH:12][C:13]1[C:14]2[C:21]3[CH2:22][CH2:23][CH:24]([C:26]([OH:28])=O)[CH2:25][C:20]=3[S:19][C:15]=2[N:16]=[CH:17][N:18]=1.[C@H:29]12[CH2:35][C@H:32]([NH:33][CH2:34]1)[CH2:31][O:30]2, predict the reaction product. The product is: [CH3:1][O:2][C:3]1[CH:11]=[C:10]2[C:6]([CH:7]=[N:8][NH:9]2)=[CH:5][C:4]=1[NH:12][C:13]1[C:14]2[C:21]3[CH2:22][CH2:23][CH:24]([C:26]([N:33]4[CH2:34][C@@H:29]5[CH2:35][C@H:32]4[CH2:31][O:30]5)=[O:28])[CH2:25][C:20]=3[S:19][C:15]=2[N:16]=[CH:17][N:18]=1. (4) Given the reactants [C:1]([CH:3]1[CH2:8][CH2:7][N:6]([C:9]([N:11]2[CH2:16][CH:15]([C:17]3[CH:22]=[CH:21][C:20]([C:23]([F:26])([F:25])[F:24])=[CH:19][CH:18]=3)[CH2:14][CH:13]([C:27](O)=[O:28])[CH2:12]2)=[O:10])[CH2:5][CH2:4]1)#[N:2].[F:30][C:31]1[CH:36]=[CH:35][CH:34]=[CH:33][C:32]=1[C:37](=[N:39]O)[NH2:38], predict the reaction product. The product is: [F:30][C:31]1[CH:36]=[CH:35][CH:34]=[CH:33][C:32]=1[C:37]1[N:39]=[C:27]([CH:13]2[CH2:14][CH:15]([C:17]3[CH:18]=[CH:19][C:20]([C:23]([F:26])([F:24])[F:25])=[CH:21][CH:22]=3)[CH2:16][N:11]([C:9]([N:6]3[CH2:7][CH2:8][CH:3]([C:1]#[N:2])[CH2:4][CH2:5]3)=[O:10])[CH2:12]2)[O:28][N:38]=1. (5) Given the reactants [C:1]([SiH2:5][O:6][C:7]([CH3:13])([CH3:12])[C:8](=[CH2:11])[CH2:9][OH:10])([CH3:4])([CH3:3])[CH3:2].[CH3:14][C:15]1[CH:24]=[C:23]([CH2:25][O:26][C:27]2[CH:35]=[CH:34][C:30]([CH:31]=[N:32][OH:33])=[CH:29][CH:28]=2)[C:22]2[C:17](=[CH:18][CH:19]=[CH:20][CH:21]=2)[N:16]=1, predict the reaction product. The product is: [C:1]([SiH2:5][O:6][C:7]([CH3:13])([CH3:12])[C:8]1([CH2:9][OH:10])[O:33][N:32]=[C:31]([C:30]2[CH:29]=[CH:28][C:27]([O:26][CH2:25][C:23]3[C:22]4[C:17](=[CH:18][CH:19]=[CH:20][CH:21]=4)[N:16]=[C:15]([CH3:14])[CH:24]=3)=[CH:35][CH:34]=2)[CH2:11]1)([CH3:4])([CH3:3])[CH3:2].